From a dataset of Catalyst prediction with 721,799 reactions and 888 catalyst types from USPTO. Predict which catalyst facilitates the given reaction. (1) Product: [CH3:37][N:34]1[CH2:35][CH2:36][CH:31]([O:30][CH:20]([C:16]2[CH:17]=[CH:18][CH:19]=[C:14]([C:13]#[C:12][CH2:11][CH2:10][CH2:9][N:2]3[N:3]=[CH:4][CH:5]=[N:1]3)[CH:15]=2)[C:21]2[NH:22][C:23]3[CH:29]=[CH:28][CH:27]=[CH:26][C:24]=3[N:25]=2)[CH2:32][CH2:33]1. The catalyst class is: 3. Reactant: [NH:1]1[CH:5]=[CH:4][N:3]=[N:2]1.[H-].[Na+].Cl[CH2:9][CH2:10][CH2:11][C:12]#[C:13][C:14]1[CH:15]=[C:16]([CH:20]([O:30][CH:31]2[CH2:36][CH2:35][N:34]([CH3:37])[CH2:33][CH2:32]2)[C:21]2[NH:25][C:24]3[CH:26]=[CH:27][CH:28]=[CH:29][C:23]=3[N:22]=2)[CH:17]=[CH:18][CH:19]=1. (2) Reactant: [NH:1]1[C:9]2[C:4](=[CH:5][CH:6]=[CH:7][CH:8]=2)[C:3]([CH2:10][CH2:11][CH2:12]O)=[CH:2]1.[Br:14]P(Br)(C1C=CC=CC=1)(C1C=CC=CC=1)C1C=CC=CC=1.C1CCCCC1. Product: [NH:1]1[C:9]2[C:4](=[CH:5][CH:6]=[CH:7][CH:8]=2)[C:3]([CH2:10][CH2:11][CH2:12][Br:14])=[CH:2]1. The catalyst class is: 12. (3) Reactant: [CH3:1][O:2][C:3]([C:5]1[CH:10]=[C:9]([Br:11])[C:8](=[O:12])[N:7]([CH2:13][CH:14]([CH2:17][CH3:18])[CH2:15][CH3:16])[C:6]=1[CH2:19]Br)=[O:4].[CH3:21][O:22][C:23](=[O:36])[CH2:24][NH:25][S:26]([C:29]1[CH:34]=[CH:33][C:32]([CH3:35])=[CH:31][CH:30]=1)(=[O:28])=[O:27].[I-].[Na+].C(=O)([O-])[O-].[K+].[K+]. Product: [CH3:1][O:2][C:3]([C:5]1[CH:10]=[C:9]([Br:11])[C:8](=[O:12])[N:7]([CH2:13][CH:14]([CH2:17][CH3:18])[CH2:15][CH3:16])[C:6]=1[CH2:19][N:25]([CH2:24][C:23]([O:22][CH3:21])=[O:36])[S:26]([C:29]1[CH:30]=[CH:31][C:32]([CH3:35])=[CH:33][CH:34]=1)(=[O:28])=[O:27])=[O:4]. The catalyst class is: 163. (4) Reactant: [OH:1][C@:2]12[C:26](=[O:27])[CH:25]=[C:24]3[C@@:12]([CH3:31])([CH2:13][CH2:14][C@@H:15]4[C@:23]3([CH3:28])[CH2:22][C:18]3[CH:19]=[N:20][O:21][C:17]=3[C:16]4([CH3:30])[CH3:29])[C@:11]1([CH3:32])[CH2:10][CH2:9][C@:8]1([CH3:33])[C@H:3]2[CH2:4][C@@:5]([CH3:38])([C:34]([O:36]C)=[O:35])[CH2:6][CH2:7]1.C[O-].[Na+].[OH-].[Na+].P(=O)(O)(O)O. Product: [C:19]([C:18]1[CH2:22][C@@:23]2([CH3:28])[C@@H:15]([CH2:14][CH2:13][C@:12]3([CH3:31])[C:24]2=[CH:25][C:26](=[O:27])[C@@:2]2([OH:1])[C@@:11]3([CH3:32])[CH2:10][CH2:9][C@:8]3([CH3:33])[C@H:3]2[CH2:4][C@@:5]([CH3:38])([C:34]([OH:36])=[O:35])[CH2:6][CH2:7]3)[C:16]([CH3:30])([CH3:29])[C:17]=1[OH:21])#[N:20]. The catalyst class is: 24. (5) Reactant: [CH3:1][O:2][C:3]1[CH:4]=[CH:5][C:6]2[O:11][CH:10]([C:12]3[CH:17]=[CH:16][CH:15]=[CH:14][CH:13]=3)[CH2:9][NH:8][C:7]=2[CH:18]=1.O.C(=O)([O-])O.[K+].Br[CH2:26][C:27]#[N:28]. The catalyst class is: 689. Product: [CH3:1][O:2][C:3]1[CH:4]=[CH:5][C:6]2[O:11][CH:10]([C:12]3[CH:17]=[CH:16][CH:15]=[CH:14][CH:13]=3)[CH2:9][N:8]([CH2:26][C:27]#[N:28])[C:7]=2[CH:18]=1. (6) Reactant: [CH3:1][Sn:2]([CH3:56])([CH3:55])[C:3]1[S:10][C:9]2[C:8]3[S:11][C:12]4[C:16]([CH2:17][CH2:18][CH2:19][CH2:20][CH2:21][CH2:22][CH2:23][CH2:24][CH2:25][CH2:26][CH2:27][CH2:28][CH2:29][CH2:30][CH2:31][CH2:32][CH3:33])=[C:15]([Sn:34]([CH3:37])([CH3:36])[CH3:35])[S:14][C:13]=4[C:7]=3[S:6][C:5]=2[C:4]=1[CH2:38][CH2:39][CH2:40][CH2:41][CH2:42][CH2:43][CH2:44][CH2:45][CH2:46][CH2:47][CH2:48][CH2:49][CH2:50][CH2:51][CH2:52][CH2:53][CH3:54].C([Li])CCC.C[Sn](Cl)(C)C. Product: [CH3:56][Sn:2]([CH3:1])([CH3:55])[C:3]1[S:10][C:9]2[C:8]3[S:11][C:12]4[C:16]([CH2:17][CH2:18][CH2:19][CH2:20][CH2:21][CH2:22][CH2:23][CH2:24][CH2:25][CH2:26][CH2:27][CH2:28][CH2:29][CH2:30][CH2:31][CH2:32][CH3:33])=[C:15]([Sn:34]([CH3:35])([CH3:36])[CH3:37])[S:14][C:13]=4[C:7]=3[S:6][C:5]=2[C:4]=1[CH2:38][CH2:39][CH2:40][CH2:41][CH2:42][CH2:43][CH2:44][CH2:45][CH2:46][CH2:47][CH2:48][CH2:49][CH2:50][CH2:51][CH2:52][CH2:53][CH3:54].[S:6]1[CH:7]=[CH:8][CH:9]=[CH:5]1. The catalyst class is: 81. (7) Reactant: O.[NH2:2][NH2:3].[CH2:4]([N:8]=[C:9]=[S:10])[CH2:5][CH2:6][CH3:7]. Product: [CH2:4]([NH:8][C:9]([NH:2][NH2:3])=[S:10])[CH2:5][CH2:6][CH3:7]. The catalyst class is: 5. (8) Product: [CH3:35][N:33]1[CH2:34][CH:31]([C:29]([NH:28][C@H:18]([C:16]2[O:17][C:13]([C:12]3[C:3](=[O:2])[NH:4][C:5]4[C:10]([CH:11]=3)=[CH:9][CH:8]=[CH:7][CH:6]=4)=[CH:14][N:15]=2)[CH2:19][CH2:20][CH2:21][CH2:22][CH2:23][C:24](=[O:27])[CH2:25][CH3:26])=[O:30])[CH2:32]1. The catalyst class is: 135. Reactant: C[O:2][C:3]1[C:12]([C:13]2[O:17][C:16]([C@@H:18]([NH:28][C:29]([CH:31]3[CH2:34][N:33]([CH3:35])[CH2:32]3)=[O:30])[CH2:19][CH2:20][CH2:21][CH2:22][CH2:23][C:24](=[O:27])[CH2:25][CH3:26])=[N:15][CH:14]=2)=[CH:11][C:10]2[C:5](=[CH:6][CH:7]=[CH:8][CH:9]=2)[N:4]=1.Cl. (9) Reactant: [Cl:1][C:2]1[CH:7]=[CH:6][C:5]([CH:8]([C:38]2[CH:43]=[CH:42][C:41]([Cl:44])=[CH:40][CH:39]=2)[C:9]2[CH:10]=[C:11]3[C:16](=[CH:17][CH:18]=2)[N:15]=[C:14]([OH:19])[CH:13]=[C:12]3[NH:20][CH:21]2[CH2:26][CH2:25][N:24]([CH2:27][C:28]3[CH:29]=[C:30]([CH:35]=[CH:36][CH:37]=3)[C:31]([O:33]C)=[O:32])[CH2:23][CH2:22]2)=[CH:4][CH:3]=1.[OH-].[Na+]. Product: [Cl:44][C:41]1[CH:42]=[CH:43][C:38]([CH:8]([C:5]2[CH:4]=[CH:3][C:2]([Cl:1])=[CH:7][CH:6]=2)[C:9]2[CH:10]=[C:11]3[C:16](=[CH:17][CH:18]=2)[N:15]=[C:14]([OH:19])[CH:13]=[C:12]3[NH:20][CH:21]2[CH2:22][CH2:23][N:24]([CH2:27][C:28]3[CH:29]=[C:30]([CH:35]=[CH:36][CH:37]=3)[C:31]([OH:33])=[O:32])[CH2:25][CH2:26]2)=[CH:39][CH:40]=1. The catalyst class is: 5. (10) Reactant: [N+](C1C=CC(O[C:11]([C:13]2[CH:14]=[CH:15][C:16]([O:25][CH3:26])=[C:17]3[O:21][C:20]([CH2:22][O:23][CH3:24])=[CH:19][C:18]=23)=[O:12])=CC=1)([O-])=O.[NH2:27][C:28]1[N:32]([CH3:33])[CH:31]=[N:30][C:29]=1[C:34]#[N:35]. The catalyst class is: 6. Product: [C:34]([C:29]1[N:30]=[CH:31][N:32]([CH3:33])[C:28]=1[NH:27][C:11]([C:13]1[CH:14]=[CH:15][C:16]([O:25][CH3:26])=[C:17]2[O:21][C:20]([CH2:22][O:23][CH3:24])=[CH:19][C:18]=12)=[O:12])#[N:35].